From a dataset of Full USPTO retrosynthesis dataset with 1.9M reactions from patents (1976-2016). Predict the reactants needed to synthesize the given product. (1) Given the product [F:27][C:28]1[CH:29]=[C:30]([C:2]2[C:7](=[O:8])[N:6]3[C:9]([CH3:13])=[CH:10][CH:11]=[CH:12][C:5]3=[N:4][C:3]=2[CH:14]([NH:17][C:18]2[N:26]=[CH:25][N:24]=[C:23]3[C:19]=2[N:20]=[CH:21][NH:22]3)[CH2:15][CH3:16])[CH:31]=[C:32]([F:34])[CH:33]=1, predict the reactants needed to synthesize it. The reactants are: I[C:2]1[C:7](=[O:8])[N:6]2[C:9]([CH3:13])=[CH:10][CH:11]=[CH:12][C:5]2=[N:4][C:3]=1[CH:14]([NH:17][C:18]1[N:26]=[CH:25][N:24]=[C:23]2[C:19]=1[N:20]=[CH:21][NH:22]2)[CH2:15][CH3:16].[F:27][C:28]1[CH:29]=[C:30](B(O)O)[CH:31]=[C:32]([F:34])[CH:33]=1.C(=O)([O-])[O-].[Na+].[Na+]. (2) Given the product [CH2:24]([N:12]1[C:13](=[O:15])[CH2:14][C:10]2([C:4]3[C:5](=[CH:6][CH:7]=[C:2]([Cl:1])[CH:3]=3)[NH:8][C:9]2=[O:17])[C:11]1=[O:16])[C:25]1[CH:30]=[CH:29][CH:28]=[CH:27][CH:26]=1, predict the reactants needed to synthesize it. The reactants are: [Cl:1][C:2]1[CH:3]=[C:4]2[C:10]3([CH2:14][C:13](=[O:15])[NH:12][C:11]3=[O:16])[C:9](=[O:17])[NH:8][C:5]2=[CH:6][CH:7]=1.CC(C)([O-])C.[K+].[CH2:24](Br)[C:25]1[CH:30]=[CH:29][CH:28]=[CH:27][CH:26]=1. (3) Given the product [CH:1]([N:4]1[C:12]2[CH:11]=[C:10]([NH:13][C:14]3[CH:19]=[CH:18][N:17]=[C:16]([S:20][CH2:21][C:22]([CH3:28])([CH3:29])[C:23]([OH:25])=[O:24])[N:15]=3)[N:9]=[CH:8][C:7]=2[N:6]=[C:5]1[CH3:30])([CH3:3])[CH3:2], predict the reactants needed to synthesize it. The reactants are: [CH:1]([N:4]1[C:12]2[CH:11]=[C:10]([NH:13][C:14]3[CH:19]=[CH:18][N:17]=[C:16]([S:20][CH2:21][C:22]([CH3:29])([CH3:28])[C:23]([O:25]CC)=[O:24])[N:15]=3)[N:9]=[CH:8][C:7]=2[N:6]=[C:5]1[CH3:30])([CH3:3])[CH3:2].O1CCCC1.[OH-].[Li+].C(O)(=O)CC(CC(O)=O)(C(O)=O)O. (4) Given the product [C:1]([O:5][C:6]([N:8]1[CH2:9][CH2:10][C:11](=[C:14]([C:19]2[CH:20]=[CH:21][CH:22]=[CH:23][CH:24]=2)[C:15]2[O:16][C:36]([C:35]([CH3:37])=[CH2:34])=[N:18][N:17]=2)[CH2:12][CH2:13]1)=[O:7])([CH3:4])([CH3:2])[CH3:3], predict the reactants needed to synthesize it. The reactants are: [C:1]([O:5][C:6]([N:8]1[CH2:13][CH2:12][C:11](=[C:14]([C:19]2[CH:24]=[CH:23][CH:22]=[CH:21][CH:20]=2)[C:15]([NH:17][NH2:18])=[O:16])[CH2:10][CH2:9]1)=[O:7])([CH3:4])([CH3:3])[CH3:2].CCN(C(C)C)C(C)C.[C:34](O[C:34](=O)[C:35]([CH3:37])=[CH2:36])(=O)[C:35]([CH3:37])=[CH2:36].C1C=CC(P(C2C=CC=CC=2)C2C=CC=CC=2)=CC=1.ClC(Cl)(Cl)C(Cl)(Cl)Cl. (5) Given the product [C:1]([C:5]1[CH:14]=[C:13]2[C:8]([C:9]([C:17]3[CH:22]=[CH:21][CH:20]=[C:19]([NH:23][C:24](=[O:27])[CH2:25][N:32]4[CH2:37][CH2:36][O:35][CH2:34][CH2:33]4)[CH:18]=3)=[N:10][C:11]([S:15][CH3:16])=[N:12]2)=[C:7]([NH2:28])[C:6]=1[C:29]([NH2:31])=[O:30])([CH3:4])([CH3:3])[CH3:2], predict the reactants needed to synthesize it. The reactants are: [C:1]([C:5]1[CH:14]=[C:13]2[C:8]([C:9]([C:17]3[CH:22]=[CH:21][CH:20]=[C:19]([NH:23][C:24](=[O:27])[CH2:25]Br)[CH:18]=3)=[N:10][C:11]([S:15][CH3:16])=[N:12]2)=[C:7]([NH2:28])[C:6]=1[C:29]([NH2:31])=[O:30])([CH3:4])([CH3:3])[CH3:2].[NH:32]1[CH2:37][CH2:36][O:35][CH2:34][CH2:33]1.O.Cl. (6) Given the product [Cl:19][CH2:20][CH2:21][CH2:22][C:23]1([CH3:1])[CH2:32][C:31]2[C:26](=[CH:27][CH:28]=[CH:29][CH:30]=2)[N:25]([C:33]2[CH:38]=[CH:37][CH:36]=[CH:35][CH:34]=2)[C:24]1=[O:39], predict the reactants needed to synthesize it. The reactants are: [CH3:1]C1CC2C(=CC=CC=2)N(C2C=CC=CC=2)C1=O.[Cl:19][CH2:20][CH2:21][CH2:22][CH:23]1[CH2:32][C:31]2[C:26](=[CH:27][CH:28]=[CH:29][CH:30]=2)[N:25]([C:33]2[CH:38]=[CH:37][CH:36]=[CH:35][CH:34]=2)[C:24]1=[O:39].BrCCCCl. (7) Given the product [CH3:1][C:2]([CH3:29])([CH3:28])[C@H:3]([NH:8][C:9]([C:11]1[N:12]=[C:13]([C:22]2[CH:23]=[CH:24][CH:25]=[CH:26][CH:27]=2)[N:14]2[CH2:20][CH2:19][CH2:18][N:17]([CH3:21])[CH2:16][C:15]=12)=[O:10])[C:4]([OH:6])=[O:5], predict the reactants needed to synthesize it. The reactants are: [CH3:1][C:2]([CH3:29])([CH3:28])[C@H:3]([NH:8][C:9]([C:11]1[N:12]=[C:13]([C:22]2[CH:27]=[CH:26][CH:25]=[CH:24][CH:23]=2)[N:14]2[CH2:20][CH2:19][CH2:18][N:17]([CH3:21])[CH2:16][C:15]=12)=[O:10])[C:4]([O:6]C)=[O:5].O.[OH-].[Li+]. (8) Given the product [OH:11][CH2:10][C:9]#[C:8][C:5]1[CH:6]=[CH:7][C:2]([C:20]2[CH:21]=[C:22]3[C:27](=[CH:28][CH:29]=2)[CH:26]=[C:25]([OH:30])[CH:24]=[CH:23]3)=[CH:3][CH:4]=1, predict the reactants needed to synthesize it. The reactants are: Br[C:2]1[CH:7]=[CH:6][C:5]([C:8]#[C:9][CH2:10][OH:11])=[CH:4][CH:3]=1.CC1(C)C(C)(C)OB([C:20]2[CH:21]=[C:22]3[C:27](=[CH:28][CH:29]=2)[CH:26]=[C:25]([OH:30])[CH:24]=[CH:23]3)O1.C(OCC)(=O)C.Cl. (9) Given the product [CH3:30][N:20]([CH2:19][C@:7]1([C:1]2[CH:6]=[CH:5][CH:4]=[CH:3][CH:2]=2)[CH2:9][C@H:8]1[CH2:10][O:11][CH2:12][C:13]1[CH:14]=[CH:15][CH:16]=[CH:17][CH:18]=1)[C:21](=[O:27])[O:22][C:23]([CH3:24])([CH3:26])[CH3:25], predict the reactants needed to synthesize it. The reactants are: [C:1]1([C@@:7]2([CH2:19][NH:20][C:21](=[O:27])[O:22][C:23]([CH3:26])([CH3:25])[CH3:24])[CH2:9][C@H:8]2[CH2:10][O:11][CH2:12][C:13]2[CH:18]=[CH:17][CH:16]=[CH:15][CH:14]=2)[CH:6]=[CH:5][CH:4]=[CH:3][CH:2]=1.CI.[CH3:30][Si]([N-][Si](C)(C)C)(C)C.[Na+]. (10) Given the product [NH2:1][C:2]1[C:11]2[C:6](=[N:7][CH:8]=[CH:9][CH:10]=2)[N:5]([O:12][CH2:13][C:14]2[CH:15]=[CH:16][CH:17]=[CH:18][CH:19]=2)[C:4](=[O:20])[C:3]=1[C:21]([NH:26][CH3:25])=[O:22], predict the reactants needed to synthesize it. The reactants are: [NH2:1][C:2]1[C:11]2[C:6](=[N:7][CH:8]=[CH:9][CH:10]=2)[N:5]([O:12][CH2:13][C:14]2[CH:19]=[CH:18][CH:17]=[CH:16][CH:15]=2)[C:4](=[O:20])[C:3]=1[C:21]([O-])=[O:22].[Na+].[CH3:25][N:26]([P+](ON1N=NC2C=CC=CC1=2)(N(C)C)N(C)C)C.F[P-](F)(F)(F)(F)F.CN.C1COCC1.